Dataset: Full USPTO retrosynthesis dataset with 1.9M reactions from patents (1976-2016). Task: Predict the reactants needed to synthesize the given product. (1) The reactants are: [NH2:1][C:2]1[N:7]=[CH:6][C:5]([O:8][C:9]2[CH:10]=[CH:11][C:12]([CH3:25])=[C:13]([NH:15][C:16]([C:18]3[N:22]([CH3:23])[N:21]=[C:20]([CH3:24])[CH:19]=3)=[O:17])[CH:14]=2)=[CH:4][CH:3]=1.[N:26]([C:29]([O:31][CH2:32][CH3:33])=[O:30])=[C:27]=[S:28].CS(C)=O. Given the product [CH3:23][N:22]1[C:18]([C:16]([NH:15][C:13]2[CH:14]=[C:9]([CH:10]=[CH:11][C:12]=2[CH3:25])[O:8][C:5]2[CH:4]=[CH:3][C:2]([NH:1][C:27]([NH:26][C:29](=[O:30])[O:31][CH2:32][CH3:33])=[S:28])=[N:7][CH:6]=2)=[O:17])=[CH:19][C:20]([CH3:24])=[N:21]1, predict the reactants needed to synthesize it. (2) Given the product [C:32]([C:2]1[CH:3]=[N:4][C:5]([N:8]2[CH2:13][CH2:12][CH:11]([C:14]3[CH:15]=[CH:16][C:17]([CH2:20][O:21][C:22]4[CH:27]=[CH:26][C:25]([S:28]([CH3:31])(=[O:30])=[O:29])=[CH:24][CH:23]=4)=[N:18][CH:19]=3)[CH2:10][CH2:9]2)=[N:6][CH:7]=1)([CH3:34])=[CH2:33], predict the reactants needed to synthesize it. The reactants are: Br[C:2]1[CH:3]=[N:4][C:5]([N:8]2[CH2:13][CH2:12][CH:11]([C:14]3[CH:15]=[CH:16][C:17]([CH2:20][O:21][C:22]4[CH:27]=[CH:26][C:25]([S:28]([CH3:31])(=[O:30])=[O:29])=[CH:24][CH:23]=4)=[N:18][CH:19]=3)[CH2:10][CH2:9]2)=[N:6][CH:7]=1.[C:32](B1OC(C)(C)C(C)(C)O1)([CH3:34])=[CH2:33].C(=O)([O-])[O-].[Cs+].[Cs+]. (3) Given the product [CH2:17]([O:24][CH2:25][CH:26]([NH:30][C:31]([O:33][CH2:34][CH2:35][NH:36][C:37]1[CH:42]=[CH:41][CH:40]=[C:39]([CH3:43])[N:38]=1)=[O:32])[C:27]([NH:1][CH:2]([C:9]1[CH:10]=[C:11]([Cl:16])[CH:12]=[C:13]([Cl:15])[CH:14]=1)[CH2:3][C:4]([O:6][CH2:7][CH3:8])=[O:5])=[O:28])[C:18]1[CH:19]=[CH:20][CH:21]=[CH:22][CH:23]=1, predict the reactants needed to synthesize it. The reactants are: [NH2:1][CH:2]([C:9]1[CH:14]=[C:13]([Cl:15])[CH:12]=[C:11]([Cl:16])[CH:10]=1)[CH2:3][C:4]([O:6][CH2:7][CH3:8])=[O:5].[CH2:17]([O:24][CH2:25][CH:26]([NH:30][C:31]([O:33][CH2:34][CH2:35][NH:36][C:37]1[CH:42]=[CH:41][CH:40]=[C:39]([CH3:43])[N:38]=1)=[O:32])[C:27](O)=[O:28])[C:18]1[CH:23]=[CH:22][CH:21]=[CH:20][CH:19]=1. (4) Given the product [O:13]1[C:14]2[C:9](=[CH:8][C:7]([CH2:6][C:5]3[CH:17]=[C:18]([C@H:21]4[C@H:26]([OH:27])[C@@H:25]([OH:35])[C@H:24]([OH:43])[C@@H:23]([CH2:51][OH:52])[O:22]4)[CH:19]=[CH:20][C:4]=3[CH:1]3[CH2:2][CH2:3]3)=[CH:16][CH:15]=2)[CH2:10][CH2:11][CH2:12]1, predict the reactants needed to synthesize it. The reactants are: [CH:1]1([C:4]2[CH:20]=[CH:19][C:18]([CH:21]3[C@H:26]([O:27]CC4C=CC=CC=4)[C@@H:25]([O:35]CC4C=CC=CC=4)[C@H:24]([O:43]CC4C=CC=CC=4)[C@@H:23]([CH2:51][O:52]CC4C=CC=CC=4)[O:22]3)=[CH:17][C:5]=2[CH2:6][C:7]2[CH:8]=[C:9]3[C:14](=[CH:15][CH:16]=2)[O:13][CH2:12][CH2:11][CH2:10]3)[CH2:3][CH2:2]1. (5) The reactants are: [NH2:1][C:2]1[C:10]([Cl:11])=[CH:9][C:5]([C:6]([OH:8])=[O:7])=[C:4]([O:12][CH3:13])[CH:3]=1.[CH2:14](O)[CH3:15]. Given the product [C:6]([OH:8])(=[O:7])[CH3:5].[NH2:1][C:2]1[C:10]([Cl:11])=[CH:9][C:5]([C:6]([O:8][CH2:14][CH3:15])=[O:7])=[C:4]([O:12][CH3:13])[CH:3]=1, predict the reactants needed to synthesize it. (6) Given the product [CH3:8][N:6]1[CH:7]=[C:2]([C:32]2[CH:31]=[CH:30][N:29]=[C:28]([O:27][CH2:26][CH:23]3[CH2:24][CH2:25][O:20][CH2:21][CH2:22]3)[CH:33]=2)[C:3]2[O:12][C:11]([CH2:13][N:14]3[CH2:19][CH2:18][O:17][CH2:16][CH2:15]3)=[CH:10][C:4]=2[C:5]1=[O:9], predict the reactants needed to synthesize it. The reactants are: Br[C:2]1[C:3]2[O:12][C:11]([CH2:13][N:14]3[CH2:19][CH2:18][O:17][CH2:16][CH2:15]3)=[CH:10][C:4]=2[C:5](=[O:9])[N:6]([CH3:8])[CH:7]=1.[O:20]1[CH2:25][CH2:24][CH:23]([CH2:26][O:27][C:28]2[CH:33]=[C:32](B3OC(C)(C)C(C)(C)O3)[CH:31]=[CH:30][N:29]=2)[CH2:22][CH2:21]1.C(=O)([O-])[O-].[K+].[K+]. (7) Given the product [CH3:3][C@@H:4]1[CH2:9][C:8](=[O:10])[CH2:7][C@@H:6]([CH3:1])[O:5]1, predict the reactants needed to synthesize it. The reactants are: [CH3:1][Li].[CH3:3][C@@H:4]1[CH2:9][C:8](=[O:10])[CH:7]=[CH:6][O:5]1. (8) Given the product [C:29]([C:28]1[CH:31]=[CH:32][C:25]([N:14]2[CH2:13][CH2:12][C:11]3([CH2:7][N:8]([C:17]([O:19][C:20]([CH3:23])([CH3:22])[CH3:21])=[O:18])[CH2:9][CH2:10]3)[CH2:16][CH2:15]2)=[CH:26][CH:27]=1)#[N:30], predict the reactants needed to synthesize it. The reactants are: C(=O)([O-])[O-].[Cs+].[Cs+].[CH2:7]1[C:11]2([CH2:16][CH2:15][NH:14][CH2:13][CH2:12]2)[CH2:10][CH2:9][N:8]1[C:17]([O:19][C:20]([CH3:23])([CH3:22])[CH3:21])=[O:18].Cl[C:25]1[CH:32]=[CH:31][C:28]([C:29]#[N:30])=[CH:27][CH:26]=1.C1C=CC(P(C2C(C3C(P(C4C=CC=CC=4)C4C=CC=CC=4)=CC=C4C=3C=CC=C4)=C3C(C=CC=C3)=CC=2)C2C=CC=CC=2)=CC=1.